From a dataset of Reaction yield outcomes from USPTO patents with 853,638 reactions. Predict the reaction yield, written as a fraction of the theoretical maximum amount of product (1.0 means a 100% yield; for example, 0.34 means a 34% yield). (1) The reactants are NC1(C2C=CC(C3C(=O)C4C(=CC=C(F)C=4)OC=3C3C=CC=CC=3)=CC=2)CCC1.C(OC(=O)[NH:36][C:37]1([C:41]2[CH:46]=[CH:45][C:44]([C:47]3[C:56](=[O:57])[C:55]4[C:50](=[CH:51][CH:52]=[C:53]([Br:58])[CH:54]=4)[O:49][C:48]=3[C:59]3[CH:64]=[CH:63][CH:62]=[CH:61][CH:60]=3)=[CH:43][CH:42]=2)[CH2:40][CH2:39][CH2:38]1)(C)(C)C. No catalyst specified. The product is [NH2:36][C:37]1([C:41]2[CH:42]=[CH:43][C:44]([C:47]3[C:56](=[O:57])[C:55]4[C:50](=[CH:51][CH:52]=[C:53]([Br:58])[CH:54]=4)[O:49][C:48]=3[C:59]3[CH:64]=[CH:63][CH:62]=[CH:61][CH:60]=3)=[CH:45][CH:46]=2)[CH2:38][CH2:39][CH2:40]1. The yield is 0.800. (2) The reactants are CN(C)C=O.ClC1C=CC=C([N+]([O-])=O)C=1S[C:17]1[N:18]([CH2:25][C@:26]([OH:51])([CH3:50])[CH2:27][N:28]2[CH2:33][CH2:32][N:31]([C:34]([O:36][CH2:37][CH:38]=[CH:39][C:40]3[CH:45]=[CH:44][C:43]([C:46]([F:49])([F:48])[F:47])=[CH:42][CH:41]=3)=[O:35])[CH2:30][CH2:29]2)[CH:19]=[C:20]([N+:22]([O-:24])=[O:23])[N:21]=1.CC(C)([O-])C.[Na+].O. The catalyst is C(OCC)(=O)C. The product is [CH3:50][C@@:26]1([CH2:27][N:28]2[CH2:29][CH2:30][N:31]([C:34]([O:36][CH2:37][CH:38]=[CH:39][C:40]3[CH:45]=[CH:44][C:43]([C:46]([F:47])([F:49])[F:48])=[CH:42][CH:41]=3)=[O:35])[CH2:32][CH2:33]2)[O:51][C:17]2=[N:21][C:20]([N+:22]([O-:24])=[O:23])=[CH:19][N:18]2[CH2:25]1. The yield is 0.510. (3) The reactants are FC(F)(F)S(O[C:7]1[CH:8]=[C:9]2[C:14](=[CH:15][CH:16]=1)[N:13]=[CH:12][CH:11]=[CH:10]2)(=O)=O.[C:19](=[N:32][NH2:33])([C:26]1[CH:31]=[CH:30][CH:29]=[CH:28][CH:27]=1)[C:20]1[CH:25]=[CH:24][CH:23]=[CH:22][CH:21]=1.C(=O)([O-])[O-].[Cs+].[Cs+]. The catalyst is C1(C)C=CC=CC=1.C1(P(C2C=CC=CC=2)[C-]2C=CC=C2)C=CC=CC=1.[C-]1(P(C2C=CC=CC=2)C2C=CC=CC=2)C=CC=C1.[Fe+2].C([O-])(=O)C.[Pd+2].C([O-])(=O)C. The product is [C:20]1([C:19]([C:26]2[CH:31]=[CH:30][CH:29]=[CH:28][CH:27]=2)=[N:32][NH:33][C:7]2[CH:8]=[C:9]3[C:14](=[CH:15][CH:16]=2)[N:13]=[CH:12][CH:11]=[CH:10]3)[CH:21]=[CH:22][CH:23]=[CH:24][CH:25]=1. The yield is 0.686. (4) The reactants are C1C=CC(P(C2C(C3C(P(C4C=CC=CC=4)C4C=CC=CC=4)=CC=C4C=3C=CC=C4)=C3C(C=CC=C3)=CC=2)C2C=CC=CC=2)=CC=1.C(=O)([O-])[O-].[Cs+].[Cs+].[CH2:53]([N:60]1[C:64]2=[C:65]([N+:79]([O-:81])=[O:80])[C:66](OS(C(F)(F)F)(=O)=O)=[C:67]([CH3:70])[C:68](=[O:69])[N:63]2[CH2:62][CH2:61]1)[C:54]1[CH:59]=[CH:58][CH:57]=[CH:56][CH:55]=1.[Br:82][C:83]1[CH:88]=[CH:87][C:86]([NH2:89])=[C:85]([F:90])[CH:84]=1. The catalyst is C1(C)C=CC=CC=1.C([O-])(=O)C.[Pd+2].C([O-])(=O)C. The product is [CH2:53]([N:60]1[C:64]2=[C:65]([N+:79]([O-:81])=[O:80])[C:66]([NH:89][C:86]3[CH:87]=[CH:88][C:83]([Br:82])=[CH:84][C:85]=3[F:90])=[C:67]([CH3:70])[C:68](=[O:69])[N:63]2[CH2:62][CH2:61]1)[C:54]1[CH:55]=[CH:56][CH:57]=[CH:58][CH:59]=1. The yield is 0.480. (5) The reactants are [CH3:1][C:2]1[C:7]([NH2:8])=[CH:6][CH:5]=[C:4]([N:9]2[CH2:13][CH2:12][C@H:11]([N:14]3[CH2:18][CH2:17][CH2:16][C@@H:15]3[CH3:19])[CH2:10]2)[N:3]=1.[CH:20]1[CH:25]=[CH:24][C:23]([CH2:26][C:27](Cl)=[O:28])=[CH:22][CH:21]=1. The catalyst is ClCCl.N1C=CC=CC=1. The product is [CH3:1][C:2]1[C:7]([NH:8][C:27](=[O:28])[CH2:26][C:23]2[CH:24]=[CH:25][CH:20]=[CH:21][CH:22]=2)=[CH:6][CH:5]=[C:4]([N:9]2[CH2:13][CH2:12][C@H:11]([N:14]3[CH2:18][CH2:17][CH2:16][C@@H:15]3[CH3:19])[CH2:10]2)[N:3]=1. The yield is 0.560. (6) The reactants are [CH2:1]([O:8][C:9]([NH:11][CH:12]1[CH2:17][CH2:16][CH2:15][CH2:14][CH:13]1[C:18]([OH:20])=O)=[O:10])[C:2]1[CH:7]=[CH:6][CH:5]=[CH:4][CH:3]=1.Cl.[NH2:22][C@H:23]([C:28]([NH2:30])=[O:29])[CH2:24][CH:25]([CH3:27])[CH3:26].CCN=C=NCCCN(C)C.Cl.C1C=CC2N(O)N=NC=2C=1.CN1CCOCC1. The catalyst is CN(C=O)C.C(OCC)(=O)C.O. The product is [CH2:1]([O:8][C:9](=[O:10])[NH:11][CH:12]1[CH2:17][CH2:16][CH2:15][CH2:14][CH:13]1[C:18](=[O:20])[NH:22][CH:23]([C:28](=[O:29])[NH2:30])[CH2:24][CH:25]([CH3:27])[CH3:26])[C:2]1[CH:3]=[CH:4][CH:5]=[CH:6][CH:7]=1. The yield is 0.920. (7) The reactants are [CH3:1][C:2]([C:5]1[CH:10]=[CH:9][C:8]([C:11]2[C:19]3[C:14](=[CH:15][CH:16]=[CH:17][CH:18]=3)[N:13]([CH2:20][C:21]3[CH:26]=[C:25]([O:27][CH2:28][CH2:29][O:30][CH3:31])[CH:24]=[C:23]([OH:32])[CH:22]=3)[C:12]=2[C:33]([O:35]CC2C=CC=CC=2)=[O:34])=[CH:7][CH:6]=1)([CH3:4])[CH3:3].[CH3:43][N:44]([CH3:48])[C:45](Cl)=[O:46].CCOC(C)=O. The catalyst is CN(C1C=CN=CC=1)C.C(Cl)Cl. The product is [CH3:43][N:44]([CH3:48])[C:45]([O:32][C:23]1[CH:22]=[C:21]([CH2:20][N:13]2[C:14]3[C:19](=[CH:18][CH:17]=[CH:16][CH:15]=3)[C:11]([C:8]3[CH:7]=[CH:6][C:5]([C:2]([CH3:4])([CH3:1])[CH3:3])=[CH:10][CH:9]=3)=[C:12]2[C:33]([OH:35])=[O:34])[CH:26]=[C:25]([O:27][CH2:28][CH2:29][O:30][CH3:31])[CH:24]=1)=[O:46]. The yield is 0.710.